Dataset: Full USPTO retrosynthesis dataset with 1.9M reactions from patents (1976-2016). Task: Predict the reactants needed to synthesize the given product. (1) Given the product [C:18]([O:22][C:23]([N:25]1[CH2:30][CH2:29][N:28]([CH2:31][C:32]2[CH:37]=[CH:36][C:35](/[CH:38]=[CH:39]/[C:2]3[CH:7]=[C:6]([C:8]4[NH:17][C:11]5[N:12]=[CH:13][NH:14][C:15](=[O:16])[C:10]=5[CH:9]=4)[CH:5]=[CH:4][N:3]=3)=[CH:34][CH:33]=2)[CH2:27][CH2:26]1)=[O:24])([CH3:21])([CH3:20])[CH3:19], predict the reactants needed to synthesize it. The reactants are: Cl[C:2]1[CH:7]=[C:6]([C:8]2[NH:17][C:11]3[N:12]=[CH:13][NH:14][C:15](=[O:16])[C:10]=3[CH:9]=2)[CH:5]=[CH:4][N:3]=1.[C:18]([O:22][C:23]([N:25]1[CH2:30][CH2:29][N:28]([CH2:31][C:32]2[CH:37]=[CH:36][C:35](/[CH:38]=[CH:39]/B3OC(C)(C)C(C)(C)O3)=[CH:34][CH:33]=2)[CH2:27][CH2:26]1)=[O:24])([CH3:21])([CH3:20])[CH3:19]. (2) Given the product [CH3:48][S:45]([N:42]1[CH2:41][CH2:40][N:39]([C@@H:34]([CH2:33][NH:32][S:29]([C:26]2[CH:25]=[CH:24][C:23]([O:22][CH2:8][C:9]3[C:18]4[C:13](=[CH:14][CH:15]=[CH:16][CH:17]=4)[N:12]=[C:11]([CH3:19])[CH:10]=3)=[CH:28][CH:27]=2)(=[O:31])=[O:30])[C:35]([O:37][CH3:38])=[O:36])[CH2:44][CH2:43]1)(=[O:46])=[O:47], predict the reactants needed to synthesize it. The reactants are: C(=O)([O-])[O-].[Cs+].[Cs+].Cl[CH2:8][C:9]1[C:18]2[C:13](=[CH:14][CH:15]=[CH:16][CH:17]=2)[N:12]=[C:11]([CH3:19])[CH:10]=1.[I-].[K+].[OH:22][C:23]1[CH:28]=[CH:27][C:26]([S:29]([NH:32][CH2:33][C@H:34]([N:39]2[CH2:44][CH2:43][N:42]([S:45]([CH3:48])(=[O:47])=[O:46])[CH2:41][CH2:40]2)[C:35]([O:37][CH3:38])=[O:36])(=[O:31])=[O:30])=[CH:25][CH:24]=1. (3) Given the product [C:1]([O:5][C:6]([N:8]1[CH2:17][CH2:16][C:15]2[N:14]=[CH:13][C:12]([C:18]#[C:19][C:31]3[N:30]=[N:29][C:28]([O:27][CH2:20][C:21]4[CH:22]=[CH:23][CH:24]=[CH:25][CH:26]=4)=[CH:33][CH:32]=3)=[CH:11][C:10]=2[CH2:9]1)=[O:7])([CH3:4])([CH3:3])[CH3:2], predict the reactants needed to synthesize it. The reactants are: [C:1]([O:5][C:6]([N:8]1[CH2:17][CH2:16][C:15]2[N:14]=[CH:13][C:12]([C:18]#[CH:19])=[CH:11][C:10]=2[CH2:9]1)=[O:7])([CH3:4])([CH3:3])[CH3:2].[CH2:20]([O:27][C:28]1[N:29]=[N:30][C:31](I)=[CH:32][CH:33]=1)[C:21]1[CH:26]=[CH:25][CH:24]=[CH:23][CH:22]=1. (4) Given the product [Br:30][CH:24]([C:21]1[CH:22]=[CH:23][C:18]([N:15]2[CH2:16][CH2:17][C@H:13]([NH:12][S:9](/[CH:8]=[CH:7]/[C:5]3[S:6][C:2]([Cl:1])=[CH:3][CH:4]=3)(=[O:11])=[O:10])[C:14]2=[O:28])=[C:19]([F:27])[CH:20]=1)[CH3:25], predict the reactants needed to synthesize it. The reactants are: [Cl:1][C:2]1[S:6][C:5](/[CH:7]=[CH:8]/[S:9]([NH:12][C@H:13]2[CH2:17][CH2:16][N:15]([C:18]3[CH:23]=[CH:22][C:21]([CH:24](O)[CH3:25])=[CH:20][C:19]=3[F:27])[C:14]2=[O:28])(=[O:11])=[O:10])=[CH:4][CH:3]=1.C(Br)(Br)(Br)[Br:30].C1(P(C2C=CC=CC=2)C2C=CC=CC=2)C=CC=CC=1. (5) Given the product [CH3:27][C:25](=[CH2:26])[CH2:24][C:2]1([C:28]2[CH:33]=[CH:32][CH:31]=[CH:30][CH:29]=2)[O:1][C:6](=[O:7])[N:5]([C:10]([C:13]2[N:14]=[N:15][N:16]([C:18]3[CH:23]=[CH:22][CH:21]=[CH:20][CH:19]=3)[CH:17]=2)([CH3:11])[CH3:12])[CH2:4][CH2:3]1, predict the reactants needed to synthesize it. The reactants are: [OH:1][C:2]([C:28]1[CH:33]=[CH:32][CH:31]=[CH:30][CH:29]=1)([CH2:24][C:25]([CH3:27])=[CH2:26])[CH2:3][CH2:4][N:5]([C:10]([C:13]1[N:14]=[N:15][N:16]([C:18]2[CH:23]=[CH:22][CH:21]=[CH:20][CH:19]=2)[CH:17]=1)([CH3:12])[CH3:11])[C:6](=O)[O:7]C.[H-].[Na+].